This data is from Full USPTO retrosynthesis dataset with 1.9M reactions from patents (1976-2016). The task is: Predict the reactants needed to synthesize the given product. (1) Given the product [Br:1][C:2]1[C:10]2[S:9][C:8]([NH:11][C:12](=[O:16])[NH:13][CH2:14][CH3:15])=[N:7][C:6]=2[CH:5]=[C:4]([C:17]2[CH:22]=[N:21][C:20]([N:23]3[CH2:28][CH2:27][C:26]([CH3:34])([C:29]([OH:31])=[O:30])[CH2:25][CH2:24]3)=[N:19][CH:18]=2)[C:3]=1[O:35][CH3:36], predict the reactants needed to synthesize it. The reactants are: [Br:1][C:2]1[C:10]2[S:9][C:8]([NH:11][C:12](=[O:16])[NH:13][CH2:14][CH3:15])=[N:7][C:6]=2[CH:5]=[C:4]([C:17]2[CH:18]=[N:19][C:20]([N:23]3[CH2:28][CH2:27][C:26]([CH3:34])([C:29]([O:31]CC)=[O:30])[CH2:25][CH2:24]3)=[N:21][CH:22]=2)[C:3]=1[O:35][CH3:36].[OH-].[Na+]. (2) Given the product [Br:1][C:22]1[CH:21]=[C:20]2[C:25]([C:26]3[N:30]=[C:29]4[CH:31]=[CH:32][CH:33]=[CH:34][N:28]4[C:27]=3[N:18]([C:15]3[CH:14]=[CH:13][C:12]([N+:9]([O-:11])=[O:10])=[CH:17][CH:16]=3)[C:19]2=[O:35])=[CH:24][CH:23]=1, predict the reactants needed to synthesize it. The reactants are: [Br:1]N1C(=O)CCC1=O.[N+:9]([C:12]1[CH:17]=[CH:16][C:15]([N:18]2[C:27]3[N:28]4[CH:34]=[CH:33][CH:32]=[CH:31][C:29]4=[N:30][C:26]=3[C:25]3[C:20](=[CH:21][CH:22]=[CH:23][CH:24]=3)[C:19]2=[O:35])=[CH:14][CH:13]=1)([O-:11])=[O:10].O. (3) Given the product [C:1]([O:5][C:6]([NH:8][C@@H:9]([C:10]([NH:12][C@H:13]([C:20]([OH:22])=[O:21])[C@H:14]([OH:19])[C:15]([O:17][CH3:18])=[O:16])=[O:11])[CH3:23])=[O:7])([CH3:4])([CH3:2])[CH3:3], predict the reactants needed to synthesize it. The reactants are: [C:1]([O:5][C:6]([NH:8][CH2:9][C:10]([NH:12][C@H:13]([C:20]([O-:22])=[O:21])[C@H:14]([OH:19])[C:15]([O:17][CH3:18])=[O:16])=[O:11])=[O:7])([CH3:4])([CH3:3])[CH3:2].[CH3:23]CN(C(C)C)C(C)C.